Dataset: Forward reaction prediction with 1.9M reactions from USPTO patents (1976-2016). Task: Predict the product of the given reaction. (1) Given the reactants COCCOC1C=CC=CC=1[C:12]1[O:13][C:14]([C:21]([OH:23])=O)=[C:15]([C:17]([F:20])([F:19])[F:18])[N:16]=1.[CH3:24][O:25][CH2:26][CH2:27][N:28]([CH3:36])[C:29]1[CH:34]=[CH:33][C:32]([NH2:35])=[CH:31][N:30]=1, predict the reaction product. The product is: [CH3:24][O:25][CH2:26][CH2:27][N:28]([CH3:36])[C:29]1[N:30]=[CH:31][C:32]([NH:35][C:21]([C:14]2[O:13][CH:12]=[N:16][C:15]=2[C:17]([F:18])([F:19])[F:20])=[O:23])=[CH:33][CH:34]=1. (2) Given the reactants [S:1]1[CH:5]=[CH:4][C:3]2[C:6](=[O:9])[CH2:7][CH2:8][C:2]1=2.[H-].[Na+].C(OC(=O)[C:16]1C=CC=[C:18]([F:22])[CH:17]=1)C.Cl.[CH2:25]1[CH2:29][O:28][CH2:27][CH2:26]1, predict the reaction product. The product is: [F:22][C:18]1[CH:27]=[CH:26][C:25]([C:29]([CH:7]2[CH2:8][C:2]3[S:1][CH:5]=[CH:4][C:3]=3[C:6]2=[O:9])=[O:28])=[CH:16][CH:17]=1. (3) Given the reactants [N+:1]([C:4]1[CH:13]=[CH:12][C:7]([C:8]([O:10][CH3:11])=[O:9])=[CH:6][C:5]=1[C:14]([O:16][CH3:17])=[O:15])([O-])=O, predict the reaction product. The product is: [NH2:1][C:4]1[CH:13]=[CH:12][C:7]([C:8]([O:10][CH3:11])=[O:9])=[CH:6][C:5]=1[C:14]([O:16][CH3:17])=[O:15]. (4) Given the reactants [Br:1][C:2]1[C:3]([O:24][CH3:25])=[C:4]([C:9]([CH2:12][S:13]([C:16]2[CH:21]=[CH:20][C:19]([F:22])=[CH:18][C:17]=2Br)(=[O:15])=[O:14])=[CH:10][CH:11]=1)[C:5]([O:7][CH3:8])=[O:6].C([Sn](CCCC)(CCCC)/[CH:31]=[CH:32]\[CH2:33][OH:34])CCC, predict the reaction product. The product is: [Br:1][C:2]1[C:3]([O:24][CH3:25])=[C:4]([C:9]([CH2:12][S:13]([C:16]2[CH:21]=[CH:20][C:19]([F:22])=[CH:18][C:17]=2/[CH:31]=[CH:32]\[CH2:33][OH:34])(=[O:15])=[O:14])=[CH:10][CH:11]=1)[C:5]([O:7][CH3:8])=[O:6]. (5) Given the reactants [CH3:1][O:2][C:3]1[C:8]([C:9]([OH:11])=O)=[CH:7][C:6]([C:12]([NH2:14])=[O:13])=[CH:5][CH:4]=1.[NH2:15][C:16]1[CH:25]=[CH:24][C:23]2[C:18](=[CH:19][CH:20]=[CH:21][CH:22]=2)[N:17]=1, predict the reaction product. The product is: [CH3:1][O:2][C:3]1[CH:4]=[CH:5][C:6]([C:12]([NH2:14])=[O:13])=[CH:7][C:8]=1[C:9]([NH:15][C:16]1[CH:25]=[CH:24][C:23]2[C:18](=[CH:19][CH:20]=[CH:21][CH:22]=2)[N:17]=1)=[O:11]. (6) The product is: [CH3:1][C:2]1[S:3][CH:4]=[CH:5][C:6]=1[C:7]([OH:9])=[O:8]. Given the reactants [CH3:1][C:2]1[S:3][CH:4]=[CH:5][C:6]=1[C:7]([O:9]CC)=[O:8].[OH-].[Na+].Cl, predict the reaction product.